Predict the product of the given reaction. From a dataset of Forward reaction prediction with 1.9M reactions from USPTO patents (1976-2016). (1) Given the reactants [CH3:1][NH:2][C:3]1[C:4]([NH2:9])=[CH:5][CH:6]=[CH:7][CH:8]=1.C[Al](C)C.C(O[C:17]([C@@H:19]1[CH2:21][C@H:20]1[C:22]1[CH:27]=[C:26]([N:28]2[C:32]([CH3:33])=[N:31][C:30]([CH3:34])=[N:29]2)[N:25]=[C:24]([S:35][CH3:36])[N:23]=1)=O)C, predict the reaction product. The product is: [CH3:34][C:30]1[N:31]=[C:32]([CH3:33])[N:28]([C:26]2[N:25]=[C:24]([S:35][CH3:36])[N:23]=[C:22]([C@@H:20]3[CH2:21][C@H:19]3[C:17]3[N:2]([CH3:1])[C:3]4[CH:8]=[CH:7][CH:6]=[CH:5][C:4]=4[N:9]=3)[CH:27]=2)[N:29]=1. (2) Given the reactants [CH3:1][O:2][C:3](=[O:13])[C:4]1[CH:12]=[CH:11][CH:10]=[C:6]([C:7]([OH:9])=O)[CH:5]=1.CCN=C=NCCCN(C)C.Cl.C1C=CC2N(O)N=NC=2C=1.Cl.[NH2:37][CH2:38][C:39]([C:41]1[CH:46]=[CH:45][C:44]([O:47][CH3:48])=[CH:43][CH:42]=1)=[O:40].C(N(C(C)C)CC)(C)C, predict the reaction product. The product is: [CH3:1][O:2][C:3](=[O:13])[C:4]1[CH:12]=[CH:11][CH:10]=[C:6]([C:7]([NH:37][CH2:38][C:39]([C:41]2[CH:46]=[CH:45][C:44]([O:47][CH3:48])=[CH:43][CH:42]=2)=[O:40])=[O:9])[CH:5]=1. (3) Given the reactants FC1[CH:24]=[CH:23][C:5]([CH2:6][N:7]2[CH2:11][CH2:10][N:9]([C:12]3[CH:13]=[C:14]([CH:19]=[CH:20][N:21]=3)[C:15]([O:17]C)=O)[C:8]2=[O:22])=CC=1.C1(CN2CCN(C3C=C(C=CN=3)C(OC)=O)C2=O)CC1.[N:45]1[CH:50]=[CH:49][C:48]([CH2:51][NH2:52])=[CH:47][CH:46]=1, predict the reaction product. The product is: [CH:5]1([CH2:6][N:7]2[CH2:11][CH2:10][N:9]([C:12]3[CH:13]=[C:14]([CH:19]=[CH:20][N:21]=3)[C:15]([NH:52][CH2:51][C:48]3[CH:49]=[CH:50][N:45]=[CH:46][CH:47]=3)=[O:17])[C:8]2=[O:22])[CH2:23][CH2:24]1. (4) Given the reactants [C:1]([O:5][C:6]([NH:8][C:9]([CH3:36])([CH2:29][C:30]1[CH:35]=[CH:34][CH:33]=[CH:32][CH:31]=1)[CH2:10][O:11][CH2:12][C:13]1[CH:14]=[C:15]([CH:19]=[C:20]([C:22]2([C:27]#[N:28])[CH2:26][CH2:25][CH2:24][CH2:23]2)[CH:21]=1)[C:16]([OH:18])=O)=[O:7])([CH3:4])([CH3:3])[CH3:2].[F:37][C:38]1[CH:43]=[CH:42][C:41]([C@H:44]([NH2:46])[CH3:45])=[CH:40][CH:39]=1.F[P-](F)(F)(F)(F)F.N1(O[P+](N(C)C)(N(C)C)N(C)C)C2C=CC=CC=2N=N1.C(N(C(C)C)CC)(C)C, predict the reaction product. The product is: [C:1]([O:5][C:6]([NH:8][C:9]([CH3:36])([CH2:29][C:30]1[CH:31]=[CH:32][CH:33]=[CH:34][CH:35]=1)[CH2:10][O:11][CH2:12][C:13]1[CH:14]=[C:15]([CH:19]=[C:20]([C:22]2([C:27]#[N:28])[CH2:26][CH2:25][CH2:24][CH2:23]2)[CH:21]=1)[C:16]([NH:46][CH:44]([C:41]1[CH:42]=[CH:43][C:38]([F:37])=[CH:39][CH:40]=1)[CH3:45])=[O:18])=[O:7])([CH3:4])([CH3:3])[CH3:2]. (5) Given the reactants [OH:1][CH2:2][C:3]1[CH:4]=[C:5]([CH:8]=[CH:9][C:10]=1[CH2:11][NH:12][CH:13]1[C:22]2[N:21]=[CH:20][CH:19]=[CH:18][C:17]=2[CH2:16][CH2:15][CH2:14]1)[C:6]#[N:7].[C:23]([C:27]1[CH:32]=[CH:31][N:30]=[C:29]([CH:33]=O)[CH:28]=1)([CH3:26])([CH3:25])[CH3:24].[BH-](OC(C)=O)(OC(C)=O)OC(C)=O.[Na+], predict the reaction product. The product is: [C:23]([C:27]1[CH:32]=[CH:31][N:30]=[C:29]([CH2:33][N:12]([CH2:11][C:10]2[CH:9]=[CH:8][C:5]([C:6]#[N:7])=[CH:4][C:3]=2[CH2:2][OH:1])[CH:13]2[C:22]3[N:21]=[CH:20][CH:19]=[CH:18][C:17]=3[CH2:16][CH2:15][CH2:14]2)[CH:28]=1)([CH3:26])([CH3:25])[CH3:24]. (6) The product is: [CH3:2][O:3][C:4]1[CH:5]=[C:6]([C:12]2[C:13]([CH3:25])([CH3:24])[C:14](=[O:23])[N:15]([CH:17]3[CH2:22][CH2:21][N:20]([S:41]([C:30]4[C:31]([CH:38]([CH3:39])[CH3:40])=[CH:32][C:33]([CH:35]([CH3:37])[CH3:36])=[CH:34][C:29]=4[CH:26]([CH3:28])[CH3:27])(=[O:43])=[O:42])[CH2:19][CH2:18]3)[N:16]=2)[CH:7]=[CH:8][C:9]=1[O:10][CH3:11]. Given the reactants Cl.[CH3:2][O:3][C:4]1[CH:5]=[C:6]([C:12]2[C:13]([CH3:25])([CH3:24])[C:14](=[O:23])[N:15]([CH:17]3[CH2:22][CH2:21][NH:20][CH2:19][CH2:18]3)[N:16]=2)[CH:7]=[CH:8][C:9]=1[O:10][CH3:11].[CH:26]([C:29]1[CH:34]=[C:33]([CH:35]([CH3:37])[CH3:36])[CH:32]=[C:31]([CH:38]([CH3:40])[CH3:39])[C:30]=1[S:41](Cl)(=[O:43])=[O:42])([CH3:28])[CH3:27], predict the reaction product. (7) Given the reactants [CH3:1][O:2][C:3]1[CH:8]=[CH:7][C:6]([C:9](=O)[CH:10]([CH3:14])[CH2:11][CH:12]=O)=[C:5]([CH3:16])[CH:4]=1.[NH2:17][N:18]1[C:22](=[O:23])[C:21]2=[CH:24][CH:25]=[CH:26][CH:27]=[C:20]2[C:19]1=[O:28], predict the reaction product. The product is: [CH3:1][O:2][C:3]1[CH:8]=[CH:7][C:6]([C:9]2[N:17]([N:18]3[C:22](=[O:23])[C:21]4[C:20](=[CH:27][CH:26]=[CH:25][CH:24]=4)[C:19]3=[O:28])[CH:12]=[CH:11][C:10]=2[CH3:14])=[C:5]([CH3:16])[CH:4]=1.